Dataset: Reaction yield outcomes from USPTO patents with 853,638 reactions. Task: Predict the reaction yield, written as a fraction of the theoretical maximum amount of product (1.0 means a 100% yield; for example, 0.34 means a 34% yield). (1) The reactants are [C:1]1([S:7]([NH2:10])(=[O:9])=[O:8])[CH:6]=[CH:5][CH:4]=[CH:3][CH:2]=1.[OH-].[Na+].[CH3:13][C:14]1[O:18][C:17]([CH2:19][CH2:20]O)=[CH:16][CH:15]=1.CC1C=CC(S([O-])(=O)=O)=CC=1. The catalyst is CC(C)=O. The product is [CH3:13][C:14]1[O:18][C:17]([CH2:19][CH2:20][NH:10][S:7]([C:1]2[CH:6]=[CH:5][CH:4]=[CH:3][CH:2]=2)(=[O:9])=[O:8])=[CH:16][CH:15]=1. The yield is 0.230. (2) The reactants are [NH2:1][C:2]1[CH:7]=[CH:6][C:5]([C:8]2[CH:12]=[C:11]([C:13]([N:15]([C@@H:17]([CH:22]([CH3:24])[CH3:23])[C:18]([O:20][CH3:21])=[O:19])[CH3:16])=[O:14])[O:10][N:9]=2)=[CH:4][CH:3]=1.[F:25][C:26]1[CH:31]=[CH:30][CH:29]=[CH:28][C:27]=1[N:32]=[C:33]=[O:34]. The catalyst is C1COCC1. The product is [F:25][C:26]1[CH:31]=[CH:30][CH:29]=[CH:28][C:27]=1[NH:32][C:33](=[O:34])[NH:1][C:2]1[CH:7]=[CH:6][C:5]([C:8]2[CH:12]=[C:11]([C:13]([N:15]([C@@H:17]([CH:22]([CH3:24])[CH3:23])[C:18]([O:20][CH3:21])=[O:19])[CH3:16])=[O:14])[O:10][N:9]=2)=[CH:4][CH:3]=1. The yield is 0.670. (3) The reactants are [NH2:1][C:2]1[C:3]([C@@H:12]2[N:16]([C:17]([O:19][C:20]([CH3:23])([CH3:22])[CH3:21])=[O:18])[C@H:15]([CH2:24][O:25][Si:26]([C:29]([CH3:32])([CH3:31])[CH3:30])([CH3:28])[CH3:27])[C@H:14]3[O:33][C:34]([CH3:37])([CH3:36])[O:35][C@@H:13]23)=[CH:4][NH:5][C:6]=1[C:7]([O:9][CH2:10][CH3:11])=[O:8].[C:38]([N:46]=[C:47]=[S:48])(=[O:45])[C:39]1[CH:44]=[CH:43][CH:42]=[CH:41][CH:40]=1.N12CCCN=C1CCCC[CH2:50]2.CI. The catalyst is ClCCl. The product is [C:38]([NH:46]/[C:47](=[N:1]\[C:2]1[C:3]([C@@H:12]2[N:16]([C:17]([O:19][C:20]([CH3:23])([CH3:21])[CH3:22])=[O:18])[C@H:15]([CH2:24][O:25][Si:26]([C:29]([CH3:32])([CH3:31])[CH3:30])([CH3:28])[CH3:27])[C@H:14]3[O:33][C:34]([CH3:36])([CH3:37])[O:35][C@@H:13]23)=[CH:4][NH:5][C:6]=1[C:7]([O:9][CH2:10][CH3:11])=[O:8])/[S:48][CH3:50])(=[O:45])[C:39]1[CH:44]=[CH:43][CH:42]=[CH:41][CH:40]=1. The yield is 0.580. (4) The reactants are C([O:3][C:4](=[O:51])[C:5]1[CH:10]=[CH:9][CH:8]=[C:7]([O:11][CH2:12][CH2:13][CH2:14][N:15]2[C:19]3[CH:20]=[CH:21][CH:22]=[CH:23][C:18]=3[N:17]([CH2:24][C:25]3[CH:30]=[CH:29][C:28]([N:31]4[CH2:36][CH2:35][N:34]([CH2:37][C:38]5[CH:43]=[CH:42][CH:41]=[CH:40][C:39]=5[C:44]5[CH:49]=[CH:48][CH:47]=[CH:46][CH:45]=5)[CH2:33][CH2:32]4)=[CH:27][CH:26]=3)[C:16]2=[NH:50])[CH:6]=1)C.[OH-].[Na+]. The catalyst is CO. The product is [C:39]1([C:44]2[CH:45]=[CH:46][CH:47]=[CH:48][CH:49]=2)[CH:40]=[CH:41][CH:42]=[CH:43][C:38]=1[CH2:37][N:34]1[CH2:33][CH2:32][N:31]([C:28]2[CH:27]=[CH:26][C:25]([CH2:24][N:17]3[C:18]4[CH:23]=[CH:22][CH:21]=[CH:20][C:19]=4[N:15]([CH2:14][CH2:13][CH2:12][O:11][C:7]4[CH:6]=[C:5]([CH:10]=[CH:9][CH:8]=4)[C:4]([OH:51])=[O:3])[C:16]3=[NH:50])=[CH:30][CH:29]=2)[CH2:36][CH2:35]1. The yield is 0.520. (5) The yield is 0.100. The reactants are C(N(CC1C=CC=CC=1)[C:9]1([CH2:14][NH:15][C:16]2[C:25]3[C:20](=CC=C(C)[CH:24]=3)[N:19]=[C:18]([N:27]3[CH2:33][C:32]4[CH:34]=[CH:35][CH:36]=[CH:37][C:31]=4[S:30](=[O:39])(=[O:38])[CH2:29][CH2:28]3)[CH:17]=2)CCOC1)C1C=CC=CC=1.[OH:47][C@@H:48]1[CH2:52][NH:51][CH2:50][C@H:49]1[NH:53][C:54](=[O:60])[O:55][C:56]([CH3:59])([CH3:58])[CH3:57].C1(P(C2CCCCC2)C2C=CC=CC=2C2C=CC=CC=2N(C)C)CCCCC1.CC(C)([O-])C.[Na+]. The product is [O:38]=[S:30]1(=[O:39])[C:31]2[CH:37]=[CH:36][CH:35]=[CH:34][C:32]=2[CH2:33][N:27]([C:18]2[CH:17]=[C:24]([N:51]3[CH2:50][C@@H:49]([NH:53][C:54]([O:55][C:56]([CH3:57])([CH3:59])[CH3:58])=[O:60])[C@H:48]([OH:47])[CH2:52]3)[C:25]3[C:20](=[CH:9][CH:14]=[N:15][CH:16]=3)[N:19]=2)[CH2:28][CH2:29]1. The catalyst is O1CCOCC1.